This data is from Forward reaction prediction with 1.9M reactions from USPTO patents (1976-2016). The task is: Predict the product of the given reaction. (1) Given the reactants [CH3:1][C:2]([NH:4][C@@H:5]([C:9](NCC1C=CC=CC=1)=[O:10])[CH2:6][O:7][CH3:8])=[O:3].C[O:20]C(=O)[C@@H](CO)N.C(OP(OCC)(C1C=CC=CC=1)(C1C=CC=CC=1)C1C=CC=CC=1)C.C(OC(=O)C)(=O)C.CN(C1C=CC=CN=1)C.[OH-].[Li+], predict the reaction product. The product is: [C:2]([NH:4][C@H:5]([CH2:6][O:7][CH3:8])[C:9]([OH:10])=[O:20])(=[O:3])[CH3:1]. (2) Given the reactants Cl[C:2]1[C:3]2[S:19][CH:18]=[CH:17][C:4]=2[N:5]=[C:6]([C:8]([C:10]2[CH:15]=[CH:14][C:13]([F:16])=[CH:12][CH:11]=2)=[O:9])[N:7]=1.[CH3:20][C:21]1[NH:25][N:24]=[C:23]([NH2:26])[CH:22]=1.CCN(C(C)C)C(C)C, predict the reaction product. The product is: [F:16][C:13]1[CH:14]=[CH:15][C:10]([C:8]([C:6]2[N:7]=[C:2]([NH:26][C:23]3[CH:22]=[C:21]([CH3:20])[NH:25][N:24]=3)[C:3]3[S:19][CH:18]=[CH:17][C:4]=3[N:5]=2)=[O:9])=[CH:11][CH:12]=1.